This data is from Forward reaction prediction with 1.9M reactions from USPTO patents (1976-2016). The task is: Predict the product of the given reaction. (1) Given the reactants C(OC(=O)[N:10]([C:14]1[CH:19]=[CH:18][C:17]([C:20]2[CH:21]=[CH:22][C:23]3[C:24]([CH:28]=2)=[N:25][O:26][N:27]=3)=[CH:16][CH:15]=1)[CH2:11][CH2:12][F:13])C1C=CC=CC=1, predict the reaction product. The product is: [N:27]1[O:26][N:25]=[C:24]2[CH:28]=[C:20]([C:17]3[CH:16]=[CH:15][C:14]([NH:10][CH2:11][CH2:12][F:13])=[CH:19][CH:18]=3)[CH:21]=[CH:22][C:23]=12. (2) Given the reactants [Br:1]Br.[C:3]([Si:7]([CH3:25])([CH3:24])[N:8]1[C:12]2=[N:13][CH:14]=[C:15]([C:17]3[CH:22]=[CH:21][CH:20]=[C:19]([F:23])[CH:18]=3)[CH:16]=[C:11]2[CH:10]=[CH:9]1)([CH3:6])([CH3:5])[CH3:4].N1C=CC=CC=1.C([O-])(O)=O.[Na+].[O-]S([O-])(=S)=O.[Na+].[Na+], predict the reaction product. The product is: [Br:1][C:10]1[C:11]2[C:12](=[N:13][CH:14]=[C:15]([C:17]3[CH:22]=[CH:21][CH:20]=[C:19]([F:23])[CH:18]=3)[CH:16]=2)[N:8]([Si:7]([C:3]([CH3:6])([CH3:5])[CH3:4])([CH3:25])[CH3:24])[CH:9]=1. (3) Given the reactants [CH:1]([NH:4][C:5]([C:7]1[C:15]2[C:10](=[N:11][CH:12]=[C:13]([O:16][C:17]3[CH:22]=[CH:21][CH:20]=[C:19]([C:23]#[N:24])[CH:18]=3)[N:14]=2)[N:9](COCC[Si](C)(C)C)[CH:8]=1)=[O:6])([CH3:3])[CH3:2], predict the reaction product. The product is: [CH:1]([NH:4][C:5]([C:7]1[C:15]2[C:10](=[N:11][CH:12]=[C:13]([O:16][C:17]3[CH:22]=[CH:21][CH:20]=[C:19]([C:23]#[N:24])[CH:18]=3)[N:14]=2)[NH:9][CH:8]=1)=[O:6])([CH3:3])[CH3:2]. (4) Given the reactants Cl[CH2:2][C:3]([N:5]1[CH2:10][CH2:9][O:8][CH:7]([C:11]([O:13][CH2:14][C:15]2[CH:20]=[CH:19][CH:18]=[CH:17][CH:16]=2)=[O:12])[CH2:6]1)=[O:4].[N-:21]=[N+:22]=[N-:23].[Na+], predict the reaction product. The product is: [N:21]([CH2:2][C:3]([N:5]1[CH2:10][CH2:9][O:8][CH:7]([C:11]([O:13][CH2:14][C:15]2[CH:20]=[CH:19][CH:18]=[CH:17][CH:16]=2)=[O:12])[CH2:6]1)=[O:4])=[N+:22]=[N-:23]. (5) Given the reactants [CH3:1][C:2]1[CH:6]=[C:5]([C:7]2[CH:17]=[CH:16][C:10]3[O:11][CH2:12][C:13](=[O:15])[NH:14][C:9]=3[CH:8]=2)[NH:4][N:3]=1.C1C(=O)N([Br:25])C(=O)C1, predict the reaction product. The product is: [Br:25][C:6]1[C:2]([CH3:1])=[N:3][NH:4][C:5]=1[C:7]1[CH:17]=[CH:16][C:10]2[O:11][CH2:12][C:13](=[O:15])[NH:14][C:9]=2[CH:8]=1. (6) Given the reactants [O:1]=[S:2]1(=[O:54])[CH2:7][CH2:6][CH:5]([CH2:8][O:9][C:10]2[CH:15]=[C:14]([CH3:16])[C:13]([C:17]3[CH:22]=[CH:21][CH:20]=[C:19]([CH2:23][N:24](S(C4C=CC=CC=4[N+]([O-])=O)(=O)=O)[C:25]4[CH:30]=[CH:29][C:28]([CH2:31][CH2:32][C:33]([O:35][C:36]([CH3:39])([CH3:38])[CH3:37])=[O:34])=[C:27]([F:40])[CH:26]=4)[CH:18]=3)=[C:12]([CH3:53])[CH:11]=2)[CH2:4][CH2:3]1.SCC(O)=O.O.[OH-].[Li+], predict the reaction product. The product is: [O:54]=[S:2]1(=[O:1])[CH2:7][CH2:6][CH:5]([CH2:8][O:9][C:10]2[CH:11]=[C:12]([CH3:53])[C:13]([C:17]3[CH:22]=[CH:21][CH:20]=[C:19]([CH2:23][NH:24][C:25]4[CH:30]=[CH:29][C:28]([CH2:31][CH2:32][C:33]([O:35][C:36]([CH3:37])([CH3:38])[CH3:39])=[O:34])=[C:27]([F:40])[CH:26]=4)[CH:18]=3)=[C:14]([CH3:16])[CH:15]=2)[CH2:4][CH2:3]1. (7) Given the reactants C(OOC(=O)C1C=CC=CC=1)(=O)C1C=CC=CC=1.[F:19][C:20]1[C:25]([N+:26]([O-:28])=[O:27])=[CH:24][CH:23]=[CH:22][C:21]=1[CH3:29].[Br:30]N1C(=O)CCC1=O, predict the reaction product. The product is: [Br:30][CH2:29][C:21]1[CH:22]=[CH:23][CH:24]=[C:25]([N+:26]([O-:28])=[O:27])[C:20]=1[F:19].